Task: Regression/Classification. Given a drug SMILES string, predict its toxicity properties. Task type varies by dataset: regression for continuous values (e.g., LD50, hERG inhibition percentage) or binary classification for toxic/non-toxic outcomes (e.g., AMES mutagenicity, cardiotoxicity, hepatotoxicity). Dataset: herg_karim.. Dataset: hERG potassium channel inhibition data for cardiac toxicity prediction from Karim et al. (1) The drug is CCC(=O)NC[C@H](Cc1ccc(OCCc2nc(-c3ccccc3)oc2C)cc1)NC(C)=CC(=O)c1ccc(C(F)(F)F)cc1. The result is 0 (non-blocker). (2) The compound is N#Cc1ccc2cc1Oc1ccc3c(c1)[C@H](CC3)N1CC[C@H](NCc3cncn3C2)C1=O. The result is 1 (blocker).